Dataset: Full USPTO retrosynthesis dataset with 1.9M reactions from patents (1976-2016). Task: Predict the reactants needed to synthesize the given product. Given the product [CH2:16]([O:15][CH:4]([CH2:5][C:6]1[CH:7]=[C:8]2[C:12](=[CH:13][CH:14]=1)[N:11]([CH2:22][C:23]1[N:24]=[C:25]([C:29]3[CH:34]=[CH:33][CH:32]=[CH:31][C:30]=3[CH3:35])[O:26][C:27]=1[CH3:28])[CH:10]=[CH:9]2)[C:3]([OH:2])=[O:20])[CH2:17][CH:18]=[CH2:19], predict the reactants needed to synthesize it. The reactants are: C[O:2][C:3](=[O:20])[CH:4]([O:15][CH2:16][CH2:17][CH:18]=[CH2:19])[CH2:5][C:6]1[CH:7]=[C:8]2[C:12](=[CH:13][CH:14]=1)[NH:11][CH:10]=[CH:9]2.Cl[CH2:22][C:23]1[N:24]=[C:25]([C:29]2[CH:34]=[CH:33][CH:32]=[CH:31][C:30]=2[CH3:35])[O:26][C:27]=1[CH3:28].